From a dataset of Forward reaction prediction with 1.9M reactions from USPTO patents (1976-2016). Predict the product of the given reaction. (1) Given the reactants [N+:1]([C:4]1[CH:5]=[N:6][NH:7][CH:8]=1)([O-:3])=[O:2].Cl[CH2:10][C:11]([NH:13][C:14]1[N:19]=[C:18]([O:20][CH3:21])[C:17]([O:22][CH3:23])=[CH:16][N:15]=1)=[O:12].C([O-])([O-])=O.[Cs+].[Cs+].CC#N, predict the reaction product. The product is: [CH3:21][O:20][C:18]1[C:17]([O:22][CH3:23])=[CH:16][N:15]=[C:14]([NH:13][C:11](=[O:12])[CH2:10][N:6]2[CH:5]=[C:4]([N+:1]([O-:3])=[O:2])[CH:8]=[N:7]2)[N:19]=1. (2) The product is: [F:11][C:8]1[CH:9]=[CH:10][C:5]([C@@H:3]([OH:4])[C@@H:2]([NH:1][C:36]([C:29]2[C:30]3[C:35](=[CH:34][CH:33]=[CH:32][CH:31]=3)[C:26]([CH2:25][O:24][CH3:23])=[CH:27][CH:28]=2)=[O:37])[CH2:12][C:13]2[CH:18]=[CH:17][C:16]([C:19]([F:22])([F:20])[F:21])=[CH:15][CH:14]=2)=[CH:6][CH:7]=1. Given the reactants [NH2:1][CH:2]([CH2:12][C:13]1[CH:18]=[CH:17][C:16]([C:19]([F:22])([F:21])[F:20])=[CH:15][CH:14]=1)[CH:3]([C:5]1[CH:10]=[CH:9][C:8]([F:11])=[CH:7][CH:6]=1)[OH:4].[CH3:23][O:24][CH2:25][C:26]1[C:35]2[C:30](=[CH:31][CH:32]=[CH:33][CH:34]=2)[C:29]([C:36](O)=[O:37])=[CH:28][CH:27]=1.Cl.C(N=C=NCCCN(C)C)C.ON1C2C=CC=CC=2N=N1, predict the reaction product. (3) Given the reactants CC(C)(C)C([NH:5][C:6]1[N:14]=[C:13]([NH:15]C(=O)C(C)(C)C)[CH:12]=[CH:11][C:7]=1[C:8]([OH:10])=[O:9])=O.[OH-].[Na+].[ClH:26], predict the reaction product. The product is: [ClH:26].[NH2:5][C:6]1[N:14]=[C:13]([NH2:15])[CH:12]=[CH:11][C:7]=1[C:8]([OH:10])=[O:9]. (4) Given the reactants [C:1]([O:5][C:6](=[O:22])[NH:7][CH:8]([CH3:21])[C:9](=[N:16][NH:17][C:18]([NH2:20])=[S:19])[CH:10]1SCCCS1)([CH3:4])([CH3:3])[CH3:2].[C:23](=O)([O-])[O-].[Ca+2].IC, predict the reaction product. The product is: [CH3:23][S:19][C:18]1[N:17]=[N:16][C:9]([CH:8]([NH:7][C:6](=[O:22])[O:5][C:1]([CH3:4])([CH3:3])[CH3:2])[CH3:21])=[CH:10][N:20]=1. (5) The product is: [CH3:1][O:2][C:3]1[CH:4]=[C:5]([C:13]2[CH:21]=[CH:20][CH:19]=[C:18]3[C:14]=2[CH2:15][CH:16]([CH2:24][C:25]2[CH:34]=[CH:33][C:28]([C:29]([O:31][CH3:32])=[O:30])=[CH:27][CH:26]=2)[C:17]3=[O:22])[CH:6]=[C:7]([C:9]([F:11])([F:10])[F:12])[CH:8]=1. Given the reactants [CH3:1][O:2][C:3]1[CH:4]=[C:5]([C:13]2[CH:21]=[CH:20][CH:19]=[C:18]3[C:14]=2[CH2:15][CH2:16][C:17]3=[O:22])[CH:6]=[C:7]([C:9]([F:12])([F:11])[F:10])[CH:8]=1.Br[CH2:24][C:25]1[CH:34]=[CH:33][C:28]([C:29]([O:31][CH3:32])=[O:30])=[CH:27][CH:26]=1.C([O-])(=O)C1C=CC=CC=1, predict the reaction product. (6) Given the reactants [CH:1]([S:4][C:5]1[S:6][CH:7]=[CH:8][N:9]=1)([CH3:3])[CH3:2].[Br:10]N1C(=O)CCC1=O.C(OCC)(=O)C.CCCCCC, predict the reaction product. The product is: [Br:10][C:7]1[S:6][C:5]([S:4][CH:1]([CH3:3])[CH3:2])=[N:9][CH:8]=1. (7) Given the reactants [F:1][C:2]1[CH:3]=[C:4]([CH:29]=[C:30]([N:32]2[CH2:37][CH2:36][O:35][CH2:34][CH2:33]2)[CH:31]=1)[C:5]([NH:7][C:8]1[C:17]2[C:12](=[CH:13][CH:14]=[CH:15][CH:16]=2)[C:11]([O:18][C:19]2[CH:24]=[CH:23][N:22]=[C:21](S(C)(=O)=O)[N:20]=2)=[CH:10][CH:9]=1)=[O:6].[CH3:38][CH:39]1[CH2:44][CH:43]([CH3:45])[CH2:42][NH:41][CH2:40]1, predict the reaction product. The product is: [CH3:38][CH:39]1[CH2:44][CH:43]([CH3:45])[CH2:42][N:41]([C:21]2[N:20]=[C:19]([O:18][C:11]3[C:12]4[C:17](=[CH:16][CH:15]=[CH:14][CH:13]=4)[C:8]([NH:7][C:5](=[O:6])[C:4]4[CH:29]=[C:30]([N:32]5[CH2:37][CH2:36][O:35][CH2:34][CH2:33]5)[CH:31]=[C:2]([F:1])[CH:3]=4)=[CH:9][CH:10]=3)[CH:24]=[CH:23][N:22]=2)[CH2:40]1. (8) Given the reactants Br[CH2:2][C:3]1[CH:12]=[CH:11][C:10]([N+:13]([O-:15])=[O:14])=[CH:9][C:4]=1[C:5]([O:7]C)=O.[Si:16]([O:23][CH2:24][CH2:25][NH2:26])([C:19]([CH3:22])([CH3:21])[CH3:20])([CH3:18])[CH3:17], predict the reaction product. The product is: [Si:16]([O:23][CH2:24][CH2:25][N:26]1[CH2:2][C:3]2[C:4](=[CH:9][C:10]([N+:13]([O-:15])=[O:14])=[CH:11][CH:12]=2)[C:5]1=[O:7])([C:19]([CH3:21])([CH3:22])[CH3:20])([CH3:18])[CH3:17]. (9) Given the reactants [S:1]1[C:5]([CH2:6][NH:7][CH:8]2[CH2:13][CH2:12][N:11]([CH2:14][CH2:15][N:16]3[C:25]4[C:20](=[CH:21][CH:22]=[C:23]([F:26])[CH:24]=4)[N:19]=[CH:18][C:17]3=[O:27])[CH2:10][CH2:9]2)=[CH:4][C:3]2[CH:28]=[CH:29][CH:30]=[CH:31][C:2]1=2.[ClH:32].C(OCC)(=O)C, predict the reaction product. The product is: [ClH:32].[S:1]1[C:5]([CH2:6][NH:7][CH:8]2[CH2:13][CH2:12][N:11]([CH2:14][CH2:15][N:16]3[C:25]4[C:20](=[CH:21][CH:22]=[C:23]([F:26])[CH:24]=4)[N:19]=[CH:18][C:17]3=[O:27])[CH2:10][CH2:9]2)=[CH:4][C:3]2[CH:28]=[CH:29][CH:30]=[CH:31][C:2]1=2. (10) Given the reactants [C:1]([O:5][C:6]([N:8]1[CH2:13][CH2:12][N:11]([C:14]([O:16][C:17]([CH3:20])([CH3:19])[CH3:18])=[O:15])[CH2:10][C@@H:9]1[C:21]([OH:23])=O)=[O:7])([CH3:4])([CH3:3])[CH3:2].F[P-](F)(F)(F)(F)F.[N:31]1([O:40][C:41](N(C)C)=[N+](C)C)[C:35]2N=CC=CC=2N=N1.Cl.CNOC, predict the reaction product. The product is: [C:1]([O:5][C:6]([N:8]1[CH2:13][CH2:12][N:11]([C:14]([O:16][C:17]([CH3:18])([CH3:19])[CH3:20])=[O:15])[CH2:10][C@@H:9]1[C:21](=[O:23])[N:31]([O:40][CH3:41])[CH3:35])=[O:7])([CH3:3])([CH3:2])[CH3:4].